Dataset: Forward reaction prediction with 1.9M reactions from USPTO patents (1976-2016). Task: Predict the product of the given reaction. Given the reactants Cl[CH2:2][CH2:3][O:4][C:5]1[CH:14]=[C:13]2[C:8]([C:9]([O:15][C:16]3[CH:21]=[CH:20][C:19]([O:22][CH3:23])=[CH:18][C:17]=3[C:24](=[O:26])[CH3:25])=[CH:10][CH:11]=[N:12]2)=[CH:7][C:6]=1[O:27][CH3:28].[NH:29]1[CH2:34][CH2:33][O:32][CH2:31][CH2:30]1.C(=O)([O-])[O-].[K+].[K+].O, predict the reaction product. The product is: [CH3:23][O:22][C:19]1[CH:20]=[CH:21][C:16]([O:15][C:9]2[C:8]3[C:13](=[CH:14][C:5]([O:4][CH2:3][CH2:2][N:29]4[CH2:34][CH2:33][O:32][CH2:31][CH2:30]4)=[C:6]([O:27][CH3:28])[CH:7]=3)[N:12]=[CH:11][CH:10]=2)=[C:17]([C:24](=[O:26])[CH3:25])[CH:18]=1.